Task: Regression. Given two drug SMILES strings and cell line genomic features, predict the synergy score measuring deviation from expected non-interaction effect.. Dataset: NCI-60 drug combinations with 297,098 pairs across 59 cell lines Drug 1: CC1=C(C=C(C=C1)C(=O)NC2=CC(=CC(=C2)C(F)(F)F)N3C=C(N=C3)C)NC4=NC=CC(=N4)C5=CN=CC=C5. Drug 2: CCCCC(=O)OCC(=O)C1(CC(C2=C(C1)C(=C3C(=C2O)C(=O)C4=C(C3=O)C=CC=C4OC)O)OC5CC(C(C(O5)C)O)NC(=O)C(F)(F)F)O. Cell line: OVCAR-8. Synergy scores: CSS=29.5, Synergy_ZIP=-0.0546, Synergy_Bliss=0.197, Synergy_Loewe=-3.37, Synergy_HSA=1.32.